Dataset: HIV replication inhibition screening data with 41,000+ compounds from the AIDS Antiviral Screen. Task: Binary Classification. Given a drug SMILES string, predict its activity (active/inactive) in a high-throughput screening assay against a specified biological target. The molecule is O=C(Nc1ccc(-c2cccs2)oc1=O)c1ccccc1. The result is 0 (inactive).